Dataset: Reaction yield outcomes from USPTO patents with 853,638 reactions. Task: Predict the reaction yield, written as a fraction of the theoretical maximum amount of product (1.0 means a 100% yield; for example, 0.34 means a 34% yield). (1) The reactants are [CH3:1][CH2:2][CH2:3][CH:4]([NH2:8])[CH2:5][CH2:6][CH3:7].C(N(CC)CC)C.[O:16]1[C:20]2[CH:21]=[CH:22][C:23]([C:25](Cl)=[O:26])=[CH:24][C:19]=2[O:18][CH2:17]1. The catalyst is ClCCl. The product is [CH3:1][CH2:2][CH2:3][CH:4]([NH:8][C:25]([C:23]1[CH:22]=[CH:21][C:20]2[O:16][CH2:17][O:18][C:19]=2[CH:24]=1)=[O:26])[CH2:5][CH2:6][CH3:7]. The yield is 0.483. (2) The reactants are [F:1][C:2]1[CH:3]=[C:4]2[C:8](=[CH:9][CH:10]=1)[NH:7][N:6]=[C:5]2[I:11].[O:12]1[CH2:17][CH2:16][CH2:15][CH:14](O)[CH2:13]1. No catalyst specified. The product is [F:1][C:2]1[CH:3]=[C:4]2[C:8](=[CH:9][CH:10]=1)[N:7]([CH:14]1[CH2:15][CH2:16][CH2:17][O:12][CH2:13]1)[N:6]=[C:5]2[I:11]. The yield is 0.230. (3) The reactants are [Cl:1][C:2]1[CH:7]=[C:6]([NH:8][C:9]2[C:10]([CH:26]3[CH2:28][CH2:27]3)=[N:11][C:12]([N:17]3[CH2:22][CH2:21][NH:20][C@H:19]([CH:23]4[CH2:25][CH2:24]4)[CH2:18]3)=[C:13]([CH:16]=2)[C:14]#[N:15])[CH:5]=[CH:4][N:3]=1.[O:29]1[CH2:32][CH2:31][C@@H:30]1[CH2:33][C:34](O)=[O:35].CN(C(ON1N=NC2C=CC=NC1=2)=[N+](C)C)C.F[P-](F)(F)(F)(F)F.CCN(C(C)C)C(C)C. The catalyst is CN(C=O)C. The product is [Cl:1][C:2]1[CH:7]=[C:6]([NH:8][C:9]2[C:10]([CH:26]3[CH2:27][CH2:28]3)=[N:11][C:12]([N:17]3[CH2:22][CH2:21][N:20]([C:34](=[O:35])[CH2:33][C@H:30]4[CH2:31][CH2:32][O:29]4)[C@H:19]([CH:23]4[CH2:25][CH2:24]4)[CH2:18]3)=[C:13]([CH:16]=2)[C:14]#[N:15])[CH:5]=[CH:4][N:3]=1. The yield is 0.485. (4) The reactants are [Br:1]Br.C([NH:7][S:8]([C:11]1[C:20]2[CH2:19][CH2:18][CH2:17][CH2:16][C:15]=2[C:14]([C:21]2[C:25]([CH3:26])=[CH:24][S:23][C:22]=2[C:27]([O:29][CH3:30])=[O:28])=[CH:13][CH:12]=1)(=[O:10])=[O:9])(C)(C)C. The catalyst is ClCCl. The product is [Br:1][C:24]1[S:23][C:22]([C:27]([O:29][CH3:30])=[O:28])=[C:21]([C:14]2[C:15]3[CH2:16][CH2:17][CH2:18][CH2:19][C:20]=3[C:11]([S:8](=[O:10])(=[O:9])[NH2:7])=[CH:12][CH:13]=2)[C:25]=1[CH3:26]. The yield is 0.674.